From a dataset of Full USPTO retrosynthesis dataset with 1.9M reactions from patents (1976-2016). Predict the reactants needed to synthesize the given product. Given the product [OH:29][C:9]1[CH:10]=[N:11][C:12]([N:15]2[CH2:20][CH2:19][N:18]([C:21]([O:23][C:24]([CH3:27])([CH3:26])[CH3:25])=[O:22])[CH2:17][CH2:16]2)=[N:13][CH:14]=1, predict the reactants needed to synthesize it. The reactants are: CC1(C)C(C)(C)OB([C:9]2[CH:10]=[N:11][C:12]([N:15]3[CH2:20][CH2:19][N:18]([C:21]([O:23][C:24]([CH3:27])([CH3:26])[CH3:25])=[O:22])[CH2:17][CH2:16]3)=[N:13][CH:14]=2)O1.[OH:29]O.